From a dataset of Reaction yield outcomes from USPTO patents with 853,638 reactions. Predict the reaction yield, written as a fraction of the theoretical maximum amount of product (1.0 means a 100% yield; for example, 0.34 means a 34% yield). (1) The reactants are [Br:1]N1C(=O)CCC1=O.[CH:9]1([N:12]2[CH:16]=[CH:15][C:14]([C:17]3[CH:22]=[CH:21][C:20]([F:23])=[CH:19][CH:18]=3)=[N:13]2)[CH2:11][CH2:10]1.O. The catalyst is ClCCl. The product is [Br:1][C:15]1[C:14]([C:17]2[CH:22]=[CH:21][C:20]([F:23])=[CH:19][CH:18]=2)=[N:13][N:12]([CH:9]2[CH2:11][CH2:10]2)[CH:16]=1. The yield is 0.730. (2) The reactants are [CH:1]1([NH:7][C:8]([C:10]2[C:11]([SH:16])=[N:12][CH:13]=[CH:14][CH:15]=2)=[O:9])[CH2:6][CH2:5][CH2:4][CH2:3][CH2:2]1.[N:17]1[CH:22]=[CH:21][CH:20]=[C:19]([CH2:23][CH2:24]O)[CH:18]=1.C1(P(C2C=CC=CC=2)C2C=CC=CC=2)C=CC=CC=1.CC(OC(/N=N/C(OC(C)C)=O)=O)C. The catalyst is C1COCC1. The product is [CH:1]1([NH:7][C:8]([C:10]2[C:11]([S:16][CH2:24][CH2:23][C:19]3[CH:18]=[N:17][CH:22]=[CH:21][CH:20]=3)=[N:12][CH:13]=[CH:14][CH:15]=2)=[O:9])[CH2:2][CH2:3][CH2:4][CH2:5][CH2:6]1. The yield is 0.200. (3) The reactants are [N+:1]([C:4]1[CH:10]=[C:9](Br)[CH:8]=[CH:7][C:5]=1[NH2:6])([O-:3])=[O:2].[C:12]1(B(O)O)[CH:17]=[CH:16][CH:15]=[CH:14][CH:13]=1.C(=O)([O-])[O-].[K+].[K+].O. The catalyst is C1(C)C=CC=CC=1.C1C=CC([P]([Pd]([P](C2C=CC=CC=2)(C2C=CC=CC=2)C2C=CC=CC=2)([P](C2C=CC=CC=2)(C2C=CC=CC=2)C2C=CC=CC=2)[P](C2C=CC=CC=2)(C2C=CC=CC=2)C2C=CC=CC=2)(C2C=CC=CC=2)C2C=CC=CC=2)=CC=1. The product is [N+:1]([C:4]1[CH:10]=[C:9]([C:12]2[CH:17]=[CH:16][CH:15]=[CH:14][CH:13]=2)[CH:8]=[CH:7][C:5]=1[NH2:6])([O-:3])=[O:2]. The yield is 0.730. (4) The reactants are [Cl:1][C:2]1[CH:8]=[C:7]([Br:9])[CH:6]=[CH:5][C:3]=1[NH2:4].[Li+].C[Si]([N-][Si](C)(C)C)(C)C.Cl[C:21]1[C:26]([C:27]([OH:29])=[O:28])=[CH:25][N:24]=[C:23]([Cl:30])[CH:22]=1. The catalyst is C1COCC1. The product is [Br:9][C:7]1[CH:6]=[CH:5][C:3]([NH:4][C:21]2[C:26]([C:27]([OH:29])=[O:28])=[CH:25][N:24]=[C:23]([Cl:30])[CH:22]=2)=[C:2]([Cl:1])[CH:8]=1. The yield is 0.720. (5) The reactants are [C:1]([C:5]1[CH:9]=[C:8]([C:10]([O:12]CC)=[O:11])[N:7]([CH2:15][CH3:16])[N:6]=1)([CH3:4])([CH3:3])[CH3:2].[OH-].[Li+]. The catalyst is C(O)C.O1CCOCC1.O.CCOC(C)=O.C(O)(=O)CC(CC(O)=O)(C(O)=O)O. The product is [C:1]([C:5]1[CH:9]=[C:8]([C:10]([OH:12])=[O:11])[N:7]([CH2:15][CH3:16])[N:6]=1)([CH3:4])([CH3:2])[CH3:3]. The yield is 0.980. (6) The reactants are I[C:2]1[N:6]([CH:7]2[CH2:12][CH2:11][CH2:10][CH2:9][O:8]2)[N:5]=[C:4]([CH3:13])[C:3]=1[C:14]([O:16][CH2:17][CH3:18])=[O:15].[CH3:19][O:20][CH2:21][CH2:22][O:23][C:24]1[CH:25]=[C:26](B2OC(C)(C)C(C)(C)O2)[CH:27]=[C:28]([C:30]([F:33])([F:32])[F:31])[CH:29]=1.C(=O)([O-])[O-].[K+].[K+]. The catalyst is O1CCOCC1.O.C1C=CC(P(C2C=CC=CC=2)[C-]2C=CC=C2)=CC=1.C1C=CC(P(C2C=CC=CC=2)[C-]2C=CC=C2)=CC=1.Cl[Pd]Cl.[Fe+2]. The product is [CH3:19][O:20][CH2:21][CH2:22][O:23][C:24]1[CH:25]=[C:26]([C:2]2[N:6]([CH:7]3[CH2:12][CH2:11][CH2:10][CH2:9][O:8]3)[N:5]=[C:4]([CH3:13])[C:3]=2[C:14]([O:16][CH2:17][CH3:18])=[O:15])[CH:27]=[C:28]([C:30]([F:31])([F:32])[F:33])[CH:29]=1. The yield is 0.740.